This data is from Forward reaction prediction with 1.9M reactions from USPTO patents (1976-2016). The task is: Predict the product of the given reaction. (1) Given the reactants [CH3:1][N:2]1[C:7]([CH3:9])([CH3:8])[CH2:6][CH:5]([OH:10])[CH2:4][C:3]1([CH3:12])[CH3:11].C(N(CC)CC)C.[CH3:20][S:21](Cl)(=[O:23])=[O:22], predict the reaction product. The product is: [CH3:1][N:2]1[C:7]([CH3:8])([CH3:9])[CH2:6][CH:5]([O:10][S:21]([CH3:20])(=[O:23])=[O:22])[CH2:4][C:3]1([CH3:12])[CH3:11]. (2) Given the reactants C[O:2][C:3](=[O:35])[CH2:4][CH2:5][CH2:6][CH2:7][CH2:8][NH:9][C:10]1[C:11]2[C:18]([C:19]3[CH:24]=[CH:23][C:22]([O:25][CH3:26])=[CH:21][CH:20]=3)=[C:17]([C:27]3[CH:32]=[CH:31][CH:30]=[CH:29][C:28]=3[O:33][CH3:34])[O:16][C:12]=2[N:13]=[CH:14][N:15]=1.[OH-].[Na+].Cl.C(OCC)(=O)C, predict the reaction product. The product is: [CH3:34][O:33][C:28]1[CH:29]=[CH:30][CH:31]=[CH:32][C:27]=1[C:17]1[O:16][C:12]2[N:13]=[CH:14][N:15]=[C:10]([NH:9][CH2:8][CH2:7][CH2:6][CH2:5][CH2:4][C:3]([OH:35])=[O:2])[C:11]=2[C:18]=1[C:19]1[CH:20]=[CH:21][C:22]([O:25][CH3:26])=[CH:23][CH:24]=1. (3) Given the reactants [F:1][C:2]1[CH:3]=[CH:4][C:5](I)=[C:6]([CH:10]=1)[C:7]([OH:9])=[O:8].[CH3:12][CH:13]([OH:16])[C:14]#[CH:15].CCN(CC)CC, predict the reaction product. The product is: [F:1][C:2]1[CH:10]=[C:6]2[C:5]([CH:15]=[C:14]([CH:13]([OH:16])[CH3:12])[O:9][C:7]2=[O:8])=[CH:4][CH:3]=1. (4) Given the reactants [NH2:1][C:2](=O)[C@H:3]([NH:5][C:6](=[O:22])[O:7][CH2:8][CH:9]1[C:21]2[CH:20]=[CH:19][CH:18]=[CH:17][C:16]=2[C:15]2[C:10]1=[CH:11][CH:12]=[CH:13][CH:14]=2)[CH3:4], predict the reaction product. The product is: [NH2:1][CH2:2][C@H:3]([NH:5][C:6](=[O:22])[O:7][CH2:8][CH:9]1[C:10]2[CH:11]=[CH:12][CH:13]=[CH:14][C:15]=2[C:16]2[C:21]1=[CH:20][CH:19]=[CH:18][CH:17]=2)[CH3:4].